Dataset: Full USPTO retrosynthesis dataset with 1.9M reactions from patents (1976-2016). Task: Predict the reactants needed to synthesize the given product. Given the product [O:14]=[C:12]1[N:1]2[N:2]=[CH:3][CH:4]=[C:5]2[NH:6][CH:7]=[C:8]1[C:9]([O:11][CH2:20][CH3:21])=[O:10], predict the reactants needed to synthesize it. The reactants are: [NH:1]1[C:5]([NH:6][CH:7]=[C:8]([C:12]([O-:14])=O)[C:9]([O-:11])=[O:10])=[CH:4][CH:3]=[N:2]1.CN(C=O)C.[CH3:20][CH2:21]O.